Dataset: Full USPTO retrosynthesis dataset with 1.9M reactions from patents (1976-2016). Task: Predict the reactants needed to synthesize the given product. (1) Given the product [CH3:12][C:13]1[CH:14]=[C:15]2[C:20](=[CH:21][CH:22]=1)[O:19][CH2:18][CH2:17][CH:16]2[NH:23][C:30]([NH:36][C:9]1[CH:10]=[CH:11][CH:2]=[C:7]2[C:8]=1[CH:3]=[CH:4][CH:5]=[N:6]2)=[O:39], predict the reactants needed to synthesize it. The reactants are: N[C:2]1[CH:11]=[CH:10][CH:9]=[C:8]2[C:3]=1[CH:4]=[CH:5][N:6]=[CH:7]2.[CH3:12][C:13]1[CH:14]=[C:15]2[C:20](=[CH:21][CH:22]=1)[O:19][CH2:18][CH2:17][CH:16]2[NH2:23].FC(F)(F)C1C=C2C([CH:30]([NH2:36])CCO2)=CC=1.[OH2:39]. (2) Given the product [ClH:44].[NH2:7][C:8]([CH2:41][CH3:42])([CH2:9][CH2:10][C:11]1[CH:16]=[CH:15][C:14]([O:17][CH2:18][CH2:19][CH2:20][C:21]2[CH:26]=[CH:25][CH:24]=[C:23]([O:27][C:28]([F:29])([F:30])[F:31])[CH:22]=2)=[C:13]([C:32]([F:33])([F:34])[F:35])[CH:12]=1)[CH2:36][OH:37], predict the reactants needed to synthesize it. The reactants are: C(OC(=O)[NH:7][C:8]([CH2:41][CH3:42])([CH2:36][O:37]COC)[CH2:9][CH2:10][C:11]1[CH:16]=[CH:15][C:14]([O:17][CH2:18][CH2:19][CH2:20][C:21]2[CH:26]=[CH:25][CH:24]=[C:23]([O:27][C:28]([F:31])([F:30])[F:29])[CH:22]=2)=[C:13]([C:32]([F:35])([F:34])[F:33])[CH:12]=1)(C)(C)C.[ClH:44].